This data is from Reaction yield outcomes from USPTO patents with 853,638 reactions. The task is: Predict the reaction yield, written as a fraction of the theoretical maximum amount of product (1.0 means a 100% yield; for example, 0.34 means a 34% yield). The reactants are [OH:1][NH:2][C:3](=[O:22])[CH:4]=[CH:5][CH2:6][CH2:7][CH2:8][CH2:9][CH:10]([OH:21])[C:11]1[CH:20]=[CH:19][C:18]2[C:13](=[CH:14][CH:15]=[CH:16][CH:17]=2)[CH:12]=1.[BH4-].[Na+]. The catalyst is CO. The product is [OH:1][NH:2][C:3](=[O:22])[CH2:4][CH2:5][CH2:6][CH2:7][CH2:8][CH2:9][CH:10]([OH:21])[C:11]1[CH:20]=[CH:19][C:18]2[C:13](=[CH:14][CH:15]=[CH:16][CH:17]=2)[CH:12]=1. The yield is 0.460.